From a dataset of Catalyst prediction with 721,799 reactions and 888 catalyst types from USPTO. Predict which catalyst facilitates the given reaction. Reactant: [OH-].[Li+].[OH:3][C:4]1[CH:9]=[C:8]([OH:10])[CH:7]=[CH:6][C:5]=1[C:11](=[O:13])[CH3:12].[CH3:14][O:15][C:16]1[CH:24]=[CH:23][C:19]([C:20](Cl)=O)=[CH:18][CH:17]=1.Cl. Product: [CH3:14][O:15][C:16]1[CH:24]=[CH:23][C:19]([C:20]2[O:3][C:4]3[C:5]([C:11](=[O:13])[CH:12]=2)=[CH:6][CH:7]=[C:8]([OH:10])[CH:9]=3)=[CH:18][CH:17]=1. The catalyst class is: 1.